This data is from Forward reaction prediction with 1.9M reactions from USPTO patents (1976-2016). The task is: Predict the product of the given reaction. (1) Given the reactants [F:1][C:2]([F:21])([F:20])[O:3][C:4]1[CH:9]=[CH:8][C:7]([C:10]2[CH:18]=[CH:17][CH:16]=[C:15]3[C:11]=2[CH2:12][C:13](=[O:19])[NH:14]3)=[CH:6][CH:5]=1.[N:22]1([CH2:27][CH2:28][NH:29][C:30]([C:32]2[C:36]([CH3:37])=[C:35]([CH:38]=O)[NH:34][C:33]=2[CH3:40])=[O:31])[CH:26]=[CH:25][N:24]=[N:23]1, predict the reaction product. The product is: [N:22]1([CH2:27][CH2:28][NH:29][C:30]([C:32]2[C:36]([CH3:37])=[C:35]([CH:38]=[C:12]3[C:11]4[C:15](=[CH:16][CH:17]=[CH:18][C:10]=4[C:7]4[CH:6]=[CH:5][C:4]([O:3][C:2]([F:1])([F:20])[F:21])=[CH:9][CH:8]=4)[NH:14][C:13]3=[O:19])[NH:34][C:33]=2[CH3:40])=[O:31])[CH:26]=[CH:25][N:24]=[N:23]1. (2) Given the reactants [OH:1][C:2]([CH:6]1[CH2:9][CH:8]([CH2:10][C:11](O)=[O:12])[C:7]1([CH3:15])[CH3:14])([C:4]#[CH:5])[CH3:3].[Cl-].[NH4+].[B-](F)(F)(F)F.C[N:24](C(ON1N=NC2C1=CC=CC=2)=[N+](C)C)C.C(N(CC)C(C)C)(C)C, predict the reaction product. The product is: [OH:1][C:2]([CH:6]1[CH2:9][CH:8]([CH2:10][C:11]([NH2:24])=[O:12])[C:7]1([CH3:15])[CH3:14])([C:4]#[CH:5])[CH3:3]. (3) Given the reactants [OH:1][C@@H:2]([C@H:4]1[C:26](=[O:27])[N:6]2[C:7]([C:23]([O-:25])=[O:24])=[C:8]([C:11]3[S:15][C:14]4=[C:16]([C:19](=[O:22])[CH2:20][CH3:21])[N:17]=[CH:18][N:13]4[CH:12]=3)[C@H:9]([CH3:10])[C@H:5]12)[CH3:3].[Na+].C(=O)([O-])O.[Na+].[C:34]([O:40][CH2:41]I)(=[O:39])[C:35]([CH3:38])([CH3:37])[CH3:36].C(OCC)(=O)C, predict the reaction product. The product is: [OH:1][C@@H:2]([C@H:4]1[C:26](=[O:27])[N:6]2[C:7]([C:23]([O:25][CH2:41][O:40][C:34](=[O:39])[C:35]([CH3:38])([CH3:37])[CH3:36])=[O:24])=[C:8]([C:11]3[S:15][C:14]4=[C:16]([C:19](=[O:22])[CH2:20][CH3:21])[N:17]=[CH:18][N:13]4[CH:12]=3)[C@H:9]([CH3:10])[C@H:5]12)[CH3:3]. (4) Given the reactants [Br:1][C:2]1[CH:7]=[C:6]([F:8])[CH:5]=[CH:4][C:3]=1[NH:9][C:10](=[O:21])[O:11][CH:12]1[CH2:18][CH:17]2[N:19]([CH3:20])[CH:14]([CH2:15][CH2:16]2)[CH2:13]1.[Cl:22][C:23]1[CH:24]=[C:25](B(O)O)[CH:26]=[CH:27][CH:28]=1.[CH3:32]Br, predict the reaction product. The product is: [Br-:1].[Cl:22][C:23]1[CH:24]=[C:25]([C:2]2[CH:7]=[C:6]([F:8])[CH:5]=[CH:4][C:3]=2[NH:9][C:10]([O:11][CH:12]2[CH2:18][CH:17]3[N+:19]([CH3:32])([CH3:20])[CH:14]([CH2:15][CH2:16]3)[CH2:13]2)=[O:21])[CH:26]=[CH:27][CH:28]=1. (5) Given the reactants [NH2:1][C:2]1[CH:6]=[C:5]([Cl:7])[N:4]([C:8]2[CH:13]=[CH:12][C:11]([C:14]3[CH:19]=[CH:18][CH:17]=[C:16]([O:20][CH3:21])[C:15]=3[OH:22])=[CH:10][CH:9]=2)[C:3]=1[C:23]([O:25][CH2:26][CH3:27])=[O:24].[O:28]=[C:29]=[N:30][C@H:31]([C:33]([O:35][CH3:36])=[O:34])[CH3:32], predict the reaction product. The product is: [Cl:7][C:5]1[N:4]([C:8]2[CH:13]=[CH:12][C:11]([C:14]3[CH:19]=[CH:18][CH:17]=[C:16]([O:20][CH3:21])[C:15]=3[OH:22])=[CH:10][CH:9]=2)[C:3]([C:23]([O:25][CH2:26][CH3:27])=[O:24])=[C:2]([NH:1][C:29]([NH:30][CH:31]([CH3:32])[C:33]([O:35][CH3:36])=[O:34])=[O:28])[CH:6]=1. (6) Given the reactants [S:1]([O-:5])([O-:4])(=[O:3])=[O:2].[Na+:6].[Na+].[Cl-:8].[NH4+:9].[Cl-].[Na+], predict the reaction product. The product is: [ClH:8].[NH4+:9].[S:1]([O-:5])([O-:4])(=[O:3])=[O:2].[Na+:6].[Na+:6]. (7) Given the reactants Cl[C:2](Cl)([O:4]C(=O)OC(Cl)(Cl)Cl)Cl.[C:13]1([CH2:19][CH2:20][CH2:21][CH2:22][O:23][CH2:24][CH2:25][CH2:26][CH2:27][CH2:28][CH2:29][NH2:30])[CH:18]=[CH:17][CH:16]=[CH:15][CH:14]=1.CCN(C(C)C)C(C)C, predict the reaction product. The product is: [C:13]1([CH2:19][CH2:20][CH2:21][CH2:22][O:23][CH2:24][CH2:25][CH2:26][CH2:27][CH2:28][CH2:29][N:30]=[C:2]=[O:4])[CH:18]=[CH:17][CH:16]=[CH:15][CH:14]=1. (8) Given the reactants [CH2:1]([O:3][C:4]1[CH:5]=[C:6]([O:16][C:17]2[CH:18]=[N:19][C:20]([S:23]([CH3:26])(=[O:25])=[O:24])=[CH:21][CH:22]=2)[CH:7]=[C:8]2[C:12]=1[NH:11][C:10]([C:13]([OH:15])=O)=[CH:9]2)[CH3:2].[NH4+].O[N:29]1C2C=CC=CC=2N=N1.Cl.C(N=C=NCCCN(C)C)C, predict the reaction product. The product is: [CH2:1]([O:3][C:4]1[CH:5]=[C:6]([O:16][C:17]2[CH:18]=[N:19][C:20]([S:23]([CH3:26])(=[O:24])=[O:25])=[CH:21][CH:22]=2)[CH:7]=[C:8]2[C:12]=1[NH:11][C:10]([C:13]([NH2:29])=[O:15])=[CH:9]2)[CH3:2]. (9) Given the reactants C(O)C.C(O)(C)C.O1CCOCC1.[CH:14]1[CH:19]=[CH:18][C:17]([O:20][C:21](OC2C=CC=CC=2)=[N:22][C:23]#[N:24])=[CH:16][CH:15]=1.C(#[N:34])C, predict the reaction product. The product is: [C:23]([NH:22][C:21](=[NH:34])[O:20][C:17]1[CH:18]=[CH:19][CH:14]=[CH:15][CH:16]=1)#[N:24].